From a dataset of Catalyst prediction with 721,799 reactions and 888 catalyst types from USPTO. Predict which catalyst facilitates the given reaction. (1) Reactant: [C:1]([O:5][C:6]([NH:8][C@H:9]([CH2:13][CH3:14])[C:10](O)=[O:11])=[O:7])([CH3:4])([CH3:3])[CH3:2].C1N=CN(C([N:22]2[CH:26]=NC=C2)=O)C=1.[NH2:27]N.C1C=CC(P(C2C=CC=CC=2)C2C=CC=CC=2)=CC=1.C(Br)(Br)(Br)Br. The catalyst class is: 2. Product: [O:11]1[CH:26]=[N:22][N:27]=[C:10]1[C@H:9]([NH:8][C:6](=[O:7])[O:5][C:1]([CH3:4])([CH3:3])[CH3:2])[CH2:13][CH3:14]. (2) Reactant: [CH3:1][C:2]1([CH3:18])[O:6][C@@H:5]([C@H:7]2[O:11][C@@H:10]3[O:12][C:13]([CH3:16])([CH3:15])[O:14][C@@H:9]3[C@@H:8]2[OH:17])[CH2:4][O:3]1.[H-].[Na+].[CH2:21](Br)[C:22]1[CH:27]=[CH:26][CH:25]=[CH:24][CH:23]=1. Product: [CH3:1][C:2]1([CH3:18])[O:6][CH:5]([CH:7]2[O:11][CH:10]3[O:12][C:13]([CH3:16])([CH3:15])[O:14][CH:9]3[CH:8]2[O:17][CH2:21][C:22]2[CH:27]=[CH:26][CH:25]=[CH:24][CH:23]=2)[CH2:4][O:3]1. The catalyst class is: 5. (3) Reactant: [CH2:1]1[C:5]2=[C:6]3[C:7]([CH2:10][CH2:11]/[C:12]/3=[CH:13]\[CH2:14][NH:15][C:16](=[O:19])[CH2:17][CH3:18])=[N:8][CH:9]=[C:4]2[O:3][CH2:2]1. Product: [CH2:1]1[C:5]2=[C:6]3[CH:12]([CH2:13][CH2:14][NH:15][C:16](=[O:19])[CH2:17][CH3:18])[CH2:11][CH2:10][C:7]3=[N:8][CH:9]=[C:4]2[O:3][CH2:2]1. The catalyst class is: 129.